This data is from Reaction yield outcomes from USPTO patents with 853,638 reactions. The task is: Predict the reaction yield, written as a fraction of the theoretical maximum amount of product (1.0 means a 100% yield; for example, 0.34 means a 34% yield). (1) The reactants are [NH:1]1[C:5]2[CH:6]=[CH:7][CH:8]=[CH:9][C:4]=2[N:3]=[C:2]1[CH2:10][N:11]1[C:16](=[O:17])[C:15]([CH2:18][C:19]2[CH:24]=[CH:23][C:22]([C:25]3[C:26]([C:31]#[N:32])=[CH:27][CH:28]=[CH:29][CH:30]=3)=[CH:21][CH:20]=2)=[C:14]([CH2:33][CH2:34][CH2:35][CH3:36])[N:13]=[C:12]1[CH3:37].IC.[C:40](=O)([O-])[O-].[K+].[K+].CN(C)C=O. The catalyst is C(OCC)(=O)C. The product is [CH2:33]([C:14]1[N:13]=[C:12]([CH3:37])[N:11]([CH2:10][C:2]2[N:3]([CH3:40])[C:4]3[CH:9]=[CH:8][CH:7]=[CH:6][C:5]=3[N:1]=2)[C:16](=[O:17])[C:15]=1[CH2:18][C:19]1[CH:24]=[CH:23][C:22]([C:25]2[C:26]([C:31]#[N:32])=[CH:27][CH:28]=[CH:29][CH:30]=2)=[CH:21][CH:20]=1)[CH2:34][CH2:35][CH3:36]. The yield is 1.00. (2) The yield is 0.710. The catalyst is C(OCC)(=O)C. The product is [BrH:41].[CH:1]([O:4][C:5]1[CH:10]=[CH:9][C:8]([N:11]2[C:16](=[O:17])[C:15]([CH2:18][C:19]3[CH:24]=[CH:23][C:22]([C:25]4[CH:30]=[CH:29][CH:28]=[CH:27][C:26]=4[C:31]4[NH:35][C:34](=[O:36])[O:33][N:32]=4)=[CH:21][CH:20]=3)=[C:14]([CH2:37][CH2:38][CH3:39])[N:13]=[C:12]2[CH3:40])=[CH:7][CH:6]=1)([CH3:3])[CH3:2]. The reactants are [CH:1]([O:4][C:5]1[CH:10]=[CH:9][C:8]([N:11]2[C:16](=[O:17])[C:15]([CH2:18][C:19]3[CH:24]=[CH:23][C:22]([C:25]4[CH:30]=[CH:29][CH:28]=[CH:27][C:26]=4[C:31]4[NH:35][C:34](=[O:36])[O:33][N:32]=4)=[CH:21][CH:20]=3)=[C:14]([CH2:37][CH2:38][CH3:39])[N:13]=[C:12]2[CH3:40])=[CH:7][CH:6]=1)([CH3:3])[CH3:2].[BrH:41].C(O)C. (3) The reactants are [CH:1]([N:4]1[C:8]2[CH:9]=[CH:10][CH:11]=[CH:12][C:7]=2[N:6]([C:13]([NH:15][CH2:16][CH:17]2[CH2:22][CH2:21][NH:20][CH2:19][CH2:18]2)=[O:14])[C:5]1=[O:23])([CH3:3])[CH3:2].[C:24]([O:28][C:29]([CH3:32])([CH3:31])[CH3:30])(=[O:27])[CH:25]=[CH2:26]. The catalyst is C1COCC1.C([O-])(O)=O.[Na+]. The product is [CH:1]([N:4]1[C:8]2[CH:9]=[CH:10][CH:11]=[CH:12][C:7]=2[N:6]([C:13]([NH:15][CH2:16][CH:17]2[CH2:18][CH2:19][N:20]([CH2:26][CH2:25][C:24]([O:28][C:29]([CH3:32])([CH3:31])[CH3:30])=[O:27])[CH2:21][CH2:22]2)=[O:14])[C:5]1=[O:23])([CH3:3])[CH3:2]. The yield is 0.160.